This data is from Full USPTO retrosynthesis dataset with 1.9M reactions from patents (1976-2016). The task is: Predict the reactants needed to synthesize the given product. (1) Given the product [F:26][C:25]1[CH:24]=[CH:23][CH:22]=[C:21]([F:27])[C:20]=1[C:7]1[CH:6]=[CH:5][C:4]([C:1]([NH2:2])=[O:3])=[C:16]2[C:8]=1[C:9]1[CH2:10][CH2:11][CH:12]([C:17]([N:38]([O:39][CH3:40])[CH3:37])=[O:18])[CH2:13][C:14]=1[NH:15]2, predict the reactants needed to synthesize it. The reactants are: [C:1]([C:4]1[CH:5]=[CH:6][C:7]([C:20]2[C:25]([F:26])=[CH:24][CH:23]=[CH:22][C:21]=2[F:27])=[C:8]2[C:16]=1[NH:15][C:14]1[CH2:13][CH:12]([C:17](O)=[O:18])[CH2:11][CH2:10][C:9]2=1)(=[O:3])[NH2:2].ClC(OCC(C)C)=O.Cl.[CH3:37][NH:38][O:39][CH3:40]. (2) The reactants are: Cl.[CH2:2]([N:9]1[C@@H:16]([CH2:17][O:18][Si:19]([C:22]([CH3:25])([CH3:24])[CH3:23])([CH3:21])[CH3:20])[CH2:15][NH:14][CH2:13][C:10]21[CH2:12][CH2:11]2)[C:3]1[CH:8]=[CH:7][CH:6]=[CH:5][CH:4]=1.[CH3:26][C:27]([O:30][C:31](O[C:31]([O:30][C:27]([CH3:29])([CH3:28])[CH3:26])=[O:32])=[O:32])([CH3:29])[CH3:28].C([O-])(O)=O.[Na+]. Given the product [CH2:2]([N:9]1[C@@H:16]([CH2:17][O:18][Si:19]([C:22]([CH3:25])([CH3:24])[CH3:23])([CH3:20])[CH3:21])[CH2:15][N:14]([C:31]([O:30][C:27]([CH3:29])([CH3:28])[CH3:26])=[O:32])[CH2:13][C:10]21[CH2:11][CH2:12]2)[C:3]1[CH:8]=[CH:7][CH:6]=[CH:5][CH:4]=1, predict the reactants needed to synthesize it. (3) Given the product [CH3:36][O:35][C:32]1[CH:33]=[C:34]2[C:29](=[CH:30][CH:31]=1)[NH:28]/[C:27](=[C:37]1/[C:38]([CH2:43][CH2:44][CH3:45])=[N:39][NH:40][C:41]/1=[O:42])/[CH:26]=[C:25]2[S:56][C:53]1[CH:52]=[CH:51][C:50]([NH:49][C:46](=[O:48])[CH3:47])=[CH:55][CH:54]=1, predict the reactants needed to synthesize it. The reactants are: C(C1CC(=O)NN=1)CC.ClC1C2C(=CC=C(OC)C=2)[N+]([O-])=CC=1.Cl[C:25]1[C:34]2[C:29](=[CH:30][CH:31]=[C:32]([O:35][CH3:36])[CH:33]=2)[NH:28]/[C:27](=[C:37]2/[C:38]([CH2:43][CH2:44][CH3:45])=[N:39][NH:40][C:41]/2=[O:42])/[CH:26]=1.[C:46]([NH:49][C:50]1[CH:55]=[CH:54][C:53]([SH:56])=[CH:52][CH:51]=1)(=[O:48])[CH3:47]. (4) Given the product [F:1][C:2]([F:13])([F:12])[C:3]1[CH:4]=[C:5]([CH:9]([NH2:16])[CH3:10])[CH:6]=[CH:7][CH:8]=1, predict the reactants needed to synthesize it. The reactants are: [F:1][C:2]([F:13])([F:12])[C:3]1[CH:4]=[C:5]([C:9](=O)[CH3:10])[CH:6]=[CH:7][CH:8]=1.[BH4-].[Na+].[NH3:16]. (5) Given the product [Cl:33][C:18]1[C:17]2[C:12](=[CH:13][C:14]([CH3:21])=[CH:15][CH:16]=2)[N:11]=[C:10]([C:3]2[C:4]([O:8][CH3:9])=[CH:5][CH:6]=[CH:7][C:2]=2[F:1])[N:19]=1, predict the reactants needed to synthesize it. The reactants are: [F:1][C:2]1[CH:7]=[CH:6][CH:5]=[C:4]([O:8][CH3:9])[C:3]=1[C:10]1[NH:19][C:18](=O)[C:17]2[C:12](=[CH:13][C:14]([CH3:21])=[CH:15][CH:16]=2)[N:11]=1.CN(C)C1C=CC=CC=1.O=P(Cl)(Cl)[Cl:33].C([O-])(O)=O.[Na+]. (6) Given the product [Cl:8][C:9]1[N:21]2[CH:1]=[N:23][N:22]=[C:20]2[CH:19]=[C:11]([C:12]([O:14][C:15]([CH3:18])([CH3:16])[CH3:17])=[O:13])[CH:10]=1, predict the reactants needed to synthesize it. The reactants are: [CH:1](OC)(OC)OC.[Cl:8][C:9]1[CH:10]=[C:11]([CH:19]=[C:20]([NH:22][NH2:23])[N:21]=1)[C:12]([O:14][C:15]([CH3:18])([CH3:17])[CH3:16])=[O:13]. (7) Given the product [I-:2].[CH3:74][N:75]1[CH2:80][CH2:79][N:78]([C:10]2[C:9]([N:37]3[CH2:36][CH2:31][N:54]([CH3:53])[CH2:29][CH2:38]3)=[C:8]([CH2:6][CH3:7])[C:21]3[C:12]([CH:11]=2)=[S+:13][C:14]2[C:19](=[C:18]([CH3:22])[CH:17]=[CH:16][CH:15]=2)[N:20]=3)[CH2:77][CH2:76]1, predict the reactants needed to synthesize it. The reactants are: O.[I-:2].[I-].[I-].[I-].[CH2:6]([C:8]1[C:21]2[C:12](=[S+:13][C:14]3[C:19]([N:20]=2)=[C:18]([CH3:22])[CH:17]=[CH:16][CH:15]=3)[CH:11]=[CH:10][CH:9]=1)[CH3:7].C(C1[C:38]2[C:29](=[S+][C:31]3[C:36]([N:37]=2)=C(C)C=CC=3)C=CC=1)C.C(C1C2C(=[S+]C3[C:53]([N:54]=2)=C(C)C=CC=3)C=CC=1)C.C(C1C2C(=[S+]C3C(N=2)=C(C)C=CC=3)C=CC=1)C.[CH3:74][N:75]1[CH2:80][CH2:79][NH:78][CH2:77][CH2:76]1. (8) Given the product [ClH:27].[ClH:27].[CH3:1][O:2][C:3]1[CH:4]=[C:5]([CH2:10][CH2:11][N:12]2[CH2:13][CH2:14][N:15]([CH2:18][CH2:19][CH2:20][C:21]3[CH:26]=[CH:25][CH:24]=[CH:23][CH:22]=3)[CH2:16][CH2:17]2)[CH:6]=[CH:7][C:8]=1[OH:9], predict the reactants needed to synthesize it. The reactants are: [CH3:1][O:2][C:3]1[CH:4]=[C:5]([CH2:10][CH2:11][N:12]2[CH2:17][CH2:16][N:15]([CH2:18][CH2:19][CH2:20][C:21]3[CH:26]=[CH:25][CH:24]=[CH:23][CH:22]=3)[CH2:14][CH2:13]2)[CH:6]=[CH:7][C:8]=1[OH:9].[ClH:27]. (9) Given the product [Br:1][C:2]1[CH:3]=[CH:4][C:5]([CH2:6][N:7]2[C:11](=[O:12])[N:10]([CH2:13][CH3:14])[C:9]([CH2:15][CH2:16][CH2:17][C:18]3[CH:23]=[CH:22][C:21]([C:24]4[CH:29]=[CH:28][CH:27]=[C:26]([CH2:30][C:31]([OH:33])=[O:32])[CH:25]=4)=[CH:20][CH:19]=3)=[N:8]2)=[CH:36][CH:37]=1, predict the reactants needed to synthesize it. The reactants are: [Br:1][C:2]1[CH:37]=[CH:36][C:5]([CH2:6][N:7]2[C:11](=[O:12])[N:10]([CH2:13][CH3:14])[C:9]([CH2:15][CH2:16][CH2:17][C:18]3[CH:23]=[CH:22][C:21]([C:24]4[CH:29]=[CH:28][CH:27]=[C:26]([CH2:30][C:31]([O:33]CC)=[O:32])[CH:25]=4)=[CH:20][CH:19]=3)=[N:8]2)=[CH:4][CH:3]=1.O.[Li+].[OH-].